Dataset: Reaction yield outcomes from USPTO patents with 853,638 reactions. Task: Predict the reaction yield, written as a fraction of the theoretical maximum amount of product (1.0 means a 100% yield; for example, 0.34 means a 34% yield). (1) The reactants are [CH2:1]([NH2:5])[CH2:2][CH2:3][CH3:4].[C:6]([O:10][C:11](=[O:14])[CH2:12]Br)([CH3:9])([CH3:8])[CH3:7]. The catalyst is COC(C)(C)C. The product is [C:6]([O:10][C:11](=[O:14])[CH2:12][NH:5][CH2:1][CH2:2][CH2:3][CH3:4])([CH3:9])([CH3:8])[CH3:7]. The yield is 1.00. (2) The reactants are [CH3:1][O:2][C:3]1[CH:9]=[CH:8][C:7]([C:10]([F:13])([F:12])[F:11])=[CH:6][C:4]=1[NH2:5].C1N=CN([C:19](N2C=NC=C2)=[O:20])C=1.[CH3:26][NH:27][C:28]([C:30]1[CH:35]=[C:34]([O:36][C:37]2[CH:43]=[CH:42][C:40]([NH2:41])=[CH:39][CH:38]=2)[CH:33]=[CH:32][N:31]=1)=[O:29].O. The yield is 0.300. The product is [CH3:1][O:2][C:3]1[CH:9]=[CH:8][C:7]([C:10]([F:11])([F:12])[F:13])=[CH:6][C:4]=1[NH:5][C:19]([NH:41][C:40]1[CH:42]=[CH:43][C:37]([O:36][C:34]2[CH:33]=[CH:32][N:31]=[C:30]([C:28](=[O:29])[NH:27][CH3:26])[CH:35]=2)=[CH:38][CH:39]=1)=[O:20]. The catalyst is C(Cl)Cl. (3) The reactants are [O:1]1[CH2:6][CH:5]=[C:4]([C:7]2[N:12]=[C:11]([N:13]3[CH2:18][CH2:17][O:16][CH2:15][CH2:14]3)[N:10]=[C:9]([C:19]3[CH:24]=[CH:23][C:22]([NH:25][C:26]([NH:28][C:29]4[CH:34]=[CH:33][N:32]=[CH:31][CH:30]=4)=[O:27])=[CH:21][CH:20]=3)[N:8]=2)[CH2:3][CH2:2]1. The catalyst is CO.C1COCC1.C(Cl)Cl.[Pd]. The product is [N:13]1([C:11]2[N:12]=[C:7]([CH:4]3[CH2:5][CH2:6][O:1][CH2:2][CH2:3]3)[N:8]=[C:9]([C:19]3[CH:24]=[CH:23][C:22]([NH:25][C:26]([NH:28][C:29]4[CH:30]=[CH:31][N:32]=[CH:33][CH:34]=4)=[O:27])=[CH:21][CH:20]=3)[N:10]=2)[CH2:14][CH2:15][O:16][CH2:17][CH2:18]1. The yield is 0.200. (4) The product is [F:1][C:7]1([CH3:6])[CH2:16][CH2:15][C:14]2[C:9](=[CH:10][CH:11]=[CH:12][CH:13]=2)[C:8]1=[O:17]. The reactants are [F:1][B-](F)(F)F.[CH3:6][CH:7]1[CH2:16][CH2:15][C:14]2[C:9](=[CH:10][CH:11]=[CH:12][CH:13]=2)[C:8]1=[O:17].Cl. The catalyst is C1COCC1. The yield is 0.510. (5) The reactants are I[C:2]1[CH:3]=[CH:4][C:5]2[N:6]([CH:8]=[C:9]([C:11]([O:13][CH2:14][CH3:15])=[O:12])[N:10]=2)[N:7]=1.[NH2:16][C:17]1[CH:18]=[C:19]([OH:23])[CH:20]=[CH:21][CH:22]=1.C(=O)([O-])[O-].[K+].[K+].CN(C)C=O. The catalyst is O.C(OCC)(=O)C. The product is [NH2:16][C:17]1[CH:18]=[C:19]([CH:20]=[CH:21][CH:22]=1)[O:23][C:2]1[CH:3]=[CH:4][C:5]2[N:6]([CH:8]=[C:9]([C:11]([O:13][CH2:14][CH3:15])=[O:12])[N:10]=2)[N:7]=1. The yield is 0.390. (6) The reactants are [CH2:1]([NH:9][C:10](=[O:12])[CH3:11])[CH2:2][C:3]1[CH:8]=[CH:7][CH:6]=[CH:5][CH:4]=1.[S:13]([Cl:17])(=O)(=[O:15])[OH:14]. No catalyst specified. The product is [C:10]([NH:9][CH2:1][CH2:2][C:3]1[CH:8]=[CH:7][C:6]([S:13]([Cl:17])(=[O:15])=[O:14])=[CH:5][CH:4]=1)(=[O:12])[CH3:11]. The yield is 0.450. (7) The reactants are [CH:1]([O:4][C:5]([N:7]1[CH2:12][CH2:11][CH:10]([O:13][N:14]=[C:15]2[CH2:20][CH2:19][N:18]([C:21]3[C:26]([F:27])=[CH:25][C:24]([CH:28]=[O:29])=[CH:23][N:22]=3)[CH2:17][CH2:16]2)[CH2:9][CH2:8]1)=[O:6])([CH3:3])[CH3:2].[BH4-].[Na+].C([O-])(O)=O.[Na+]. The catalyst is CO. The product is [CH:1]([O:4][C:5]([N:7]1[CH2:12][CH2:11][CH:10]([O:13][N:14]=[C:15]2[CH2:16][CH2:17][N:18]([C:21]3[C:26]([F:27])=[CH:25][C:24]([CH2:28][OH:29])=[CH:23][N:22]=3)[CH2:19][CH2:20]2)[CH2:9][CH2:8]1)=[O:6])([CH3:3])[CH3:2]. The yield is 0.440. (8) The reactants are [Li]OC(C)=O.O.O.[Cl:8][C:9]1[CH:10]=[CH:11][C:12]2[O:17][CH2:16][C:15](C(O)=O)=[CH:14][C:13]=2[CH:21]=1.C1C(=O)N([Br:29])C(=O)C1. The catalyst is CC#N.O. The product is [Br:29][C:15]1[CH2:16][O:17][C:12]2[C:13]([CH:14]=1)=[CH:21][C:9]([Cl:8])=[CH:10][CH:11]=2. The yield is 0.270. (9) The reactants are [NH2:1][C:2]1[CH:7]=[C:6]([O:8][C:9]2[CH:14]=[CH:13][C:12]([N+:15]([O-:17])=[O:16])=[CH:11][CH:10]=2)[CH:5]=[CH:4][N:3]=1.C(N(CC)CC)C.Cl[C:26]([O:28][C:29]1[CH:34]=[CH:33][CH:32]=[CH:31][CH:30]=1)=[O:27].N1CCOCC1. The catalyst is O1CCCC1.C(OCC)C. The product is [C:29]1([O:28][C:26](=[O:27])[NH:1][C:2]2[CH:7]=[C:6]([O:8][C:9]3[CH:10]=[CH:11][C:12]([N+:15]([O-:17])=[O:16])=[CH:13][CH:14]=3)[CH:5]=[CH:4][N:3]=2)[CH:34]=[CH:33][CH:32]=[CH:31][CH:30]=1. The yield is 0.938. (10) The yield is 0.990. The reactants are [Br:1][C:2]1[C:7]([OH:8])=[CH:6][CH:5]=[C:4]([CH3:9])[CH:3]=1.C(=O)([O-])[O-].[K+].[K+].[CH2:16](Cl)[C:17](=[CH2:19])[CH3:18]. The product is [Br:1][C:2]1[CH:3]=[C:4]([CH3:9])[CH:5]=[CH:6][C:7]=1[O:8][CH2:18][C:17]([CH3:19])=[CH2:16]. The catalyst is CN(C)C=O.C(OCC)(=O)C.